Task: Predict the reactants needed to synthesize the given product.. Dataset: Full USPTO retrosynthesis dataset with 1.9M reactions from patents (1976-2016) Given the product [CH2:1]([O:8][C@@H:9]1[C:13]([CH2:14][O:15][S:16]([CH3:19])(=[O:17])=[O:18])([CH2:20][O:21][S:22]([CH3:25])(=[O:24])=[O:23])[O:12][C@@H:11]([N:26]2[CH:34]=[C:32]([CH3:33])[C:30](=[O:31])[NH:29][C:27]2=[O:28])[C@@H:10]1[O:35][S:43]([CH3:42])(=[O:45])=[O:44])[C:2]1[CH:3]=[CH:4][CH:5]=[CH:6][CH:7]=1, predict the reactants needed to synthesize it. The reactants are: [CH2:1]([O:8][C@@H:9]1[C:13]([CH2:20][O:21][S:22]([CH3:25])(=[O:24])=[O:23])([CH2:14][O:15][S:16]([CH3:19])(=[O:18])=[O:17])[O:12][C@@H:11]([N:26]2[CH:34]=[C:32]([CH3:33])[C:30](=[O:31])[NH:29][C:27]2=[O:28])[C@@H:10]1[OH:35])[C:2]1[CH:7]=[CH:6][CH:5]=[CH:4][CH:3]=1.N1C=CC=CC=1.[CH3:42][S:43](Cl)(=[O:45])=[O:44].